Dataset: Reaction yield outcomes from USPTO patents with 853,638 reactions. Task: Predict the reaction yield, written as a fraction of the theoretical maximum amount of product (1.0 means a 100% yield; for example, 0.34 means a 34% yield). (1) The product is [F:1][C:2]([F:15])([F:14])[S:3]([O:6][C:20]1[C:21]2[C:26](=[CH:25][CH:24]=[CH:23][CH:22]=2)[CH:27]=[C:18]([O:17][CH3:16])[CH:19]=1)(=[O:5])=[O:4]. The reactants are [F:1][C:2]([F:15])([F:14])[S:3]([O:6]S(C(F)(F)F)(=O)=O)(=[O:5])=[O:4].[CH3:16][O:17][C:18]1[CH:19]=[C:20](O)[C:21]2[C:26]([CH:27]=1)=[CH:25][CH:24]=[CH:23][CH:22]=2.CCN(CC)CC. The yield is 0.740. The catalyst is ClCCl. (2) The reactants are [OH:1][C:2]1[CH:3]=[C:4]2[C:9](=[CH:10][CH:11]=1)[N:8]=[C:7]([C:12]1[CH:13]=[N:14][CH:15]=[CH:16][CH:17]=1)[N:6]=[C:5]2[NH:18][C:19]1[CH:27]=[CH:26][CH:25]=[CH:24][C:20]=1[C:21]([NH2:23])=[O:22].Cl[CH2:29][C:30]([NH:32][CH3:33])=[O:31].C(=O)([O-])[O-].[Cs+].[Cs+].[I-].[K+]. The catalyst is CN(C=O)C.O. The product is [CH3:33][NH:32][C:30](=[O:31])[CH2:29][O:1][C:2]1[CH:3]=[C:4]2[C:9](=[CH:10][CH:11]=1)[N:8]=[C:7]([C:12]1[CH:13]=[N:14][CH:15]=[CH:16][CH:17]=1)[N:6]=[C:5]2[NH:18][C:19]1[CH:27]=[CH:26][CH:25]=[CH:24][C:20]=1[C:21]([NH2:23])=[O:22]. The yield is 0.460. (3) The reactants are [CH2:1]([C:3]1[CH:4]=[C:5]2[C:9](=[CH:10][CH:11]=1)[NH:8][CH2:7][CH2:6]2)[CH3:2].[N+:12]([O-])([O-:14])=[O:13].[K+].[OH-].[Na+]. The catalyst is OS(O)(=O)=O. The product is [CH2:1]([C:3]1[CH:4]=[C:5]2[C:9](=[CH:10][C:11]=1[N+:12]([O-:14])=[O:13])[NH:8][CH2:7][CH2:6]2)[CH3:2]. The yield is 0.580. (4) The reactants are Br[C:2]1[CH:7]=[CH:6][CH:5]=[C:4]([C:8]([CH:10]2[CH2:15][CH2:14][N:13]([C:16]([O:18][C:19]([CH3:22])([CH3:21])[CH3:20])=[O:17])[CH2:12][CH2:11]2)=[O:9])[N:3]=1.[CH3:23][NH:24][C:25](=[O:35])[C:26]1[C:31]([F:32])=[CH:30][C:29]([F:33])=[CH:28][C:27]=1[F:34].C1C=CC(P(C2C(C3C(P(C4C=CC=CC=4)C4C=CC=CC=4)=CC=C4C=3C=CC=C4)=C3C(C=CC=C3)=CC=2)C2C=CC=CC=2)=CC=1.CC(C)([O-])C.[Na+]. The catalyst is C1(C)C=CC=CC=1.C1C=CC(/C=C/C(/C=C/C2C=CC=CC=2)=O)=CC=1.C1C=CC(/C=C/C(/C=C/C2C=CC=CC=2)=O)=CC=1.C1C=CC(/C=C/C(/C=C/C2C=CC=CC=2)=O)=CC=1.[Pd].[Pd]. The product is [F:32][C:31]1[CH:30]=[C:29]([F:33])[CH:28]=[C:27]([F:34])[C:26]=1[C:25]([N:24]([CH3:23])[C:2]1[CH:7]=[CH:6][CH:5]=[C:4]([C:8]([CH:10]2[CH2:15][CH2:14][N:13]([C:16]([O:18][C:19]([CH3:22])([CH3:21])[CH3:20])=[O:17])[CH2:12][CH2:11]2)=[O:9])[N:3]=1)=[O:35]. The yield is 0.440. (5) The reactants are [Br:1][C:2]1[CH:3]=[C:4]([C:8]2([C:16]3[CH:21]=[CH:20][CH:19]=[C:18]([OH:22])[CH:17]=3)[NH:12][C:11](=[S:13])[N:10]([CH3:14])[C:9]2=[O:15])[CH:5]=[CH:6][CH:7]=1.[CH:23]1([S:26](Cl)(=[O:28])=[O:27])[CH2:25][CH2:24]1. No catalyst specified. The product is [CH:23]1([S:26]([O:22][C:18]2[CH:19]=[CH:20][CH:21]=[C:16]([C:8]3([C:4]4[CH:5]=[CH:6][CH:7]=[C:2]([Br:1])[CH:3]=4)[C:9](=[O:15])[N:10]([CH3:14])[C:11](=[S:13])[NH:12]3)[CH:17]=2)(=[O:28])=[O:27])[CH2:25][CH2:24]1. The yield is 0.600. (6) The reactants are [OH:1][C:2]1[CH:3]=[CH:4][C:5]2[C:17](=[O:18])[C:16]3[C:15]4[C:10](=[CH:11][C:12]([C:19]#[N:20])=[CH:13][CH:14]=4)[NH:9][C:8]=3[C:7]([CH3:22])([CH3:21])[C:6]=2[CH:23]=1.Cl[CH2:25][CH2:26][N:27]([CH2:30][CH3:31])[CH2:28][CH3:29].C(=O)([O-])[O-].[Cs+].[Cs+].O. The catalyst is CN(C)C(=O)C. The product is [CH2:26]([N:27]([CH2:30][CH3:31])[CH2:28][CH2:29][O:1][C:2]1[CH:3]=[CH:4][C:5]2[C:17](=[O:18])[C:16]3[C:15]4[C:10](=[CH:11][C:12]([C:19]#[N:20])=[CH:13][CH:14]=4)[NH:9][C:8]=3[C:7]([CH3:21])([CH3:22])[C:6]=2[CH:23]=1)[CH3:25]. The yield is 0.320. (7) The reactants are [Cl:1][C:2]1[S:6][C:5]([C:7]2[CH:8]=[C:9]([N:13]3[C:17]4[CH:18]=[CH:19][C:20]([CH:22](O)[CH3:23])=[CH:21][C:16]=4[N:15]=[CH:14]3)[CH:10]=[CH:11][CH:12]=2)=[N:4][CH:3]=1.C1(C)C=CC=CC=1.[N:32]12CCCN=C1CCCCC2.C1(P(N=[N+]=[N-])(C2C=CC=CC=2)=O)C=CC=CC=1. The catalyst is C1COCC1. The product is [Cl:1][C:2]1[S:6][C:5]([C:7]2[CH:8]=[C:9]([N:13]3[C:17]4[CH:18]=[CH:19][C:20]([CH:22]([NH2:32])[CH3:23])=[CH:21][C:16]=4[N:15]=[CH:14]3)[CH:10]=[CH:11][CH:12]=2)=[N:4][CH:3]=1. The yield is 0.700. (8) The product is [CH3:1][S:2][C:3]1[CH:9]=[CH:8][C:6]([NH:7][C:20](=[O:21])[CH2:19][C:18]([O:17][CH2:10][C:11]2[CH:12]=[CH:13][CH:14]=[CH:15][CH:16]=2)=[O:23])=[CH:5][CH:4]=1. The reactants are [CH3:1][S:2][C:3]1[CH:9]=[CH:8][C:6]([NH2:7])=[CH:5][CH:4]=1.[CH2:10]([O:17][C:18](=[O:23])[CH2:19][C:20](O)=[O:21])[C:11]1[CH:16]=[CH:15][CH:14]=[CH:13][CH:12]=1.C(Cl)CCl. The catalyst is CN(C1C=CN=CC=1)C.CN(C=O)C.O. The yield is 0.459. (9) The reactants are CCC(C)[BH-](C(C)CC)C(C)CC.[Li+].[Br:15][C:16]1[CH:25]=[CH:24][C:23]2[O:22][C:21]3[CH2:26][CH2:27][O:28][CH2:29][C:20]=3[C:19](=[O:30])[C:18]=2[CH:17]=1.[C@H](O)(C([O-])=O)[C@@H](O)C([O-])=O.[Na+].[K+].CCOC(C)=O.O. The catalyst is C(Cl)Cl. The product is [Br:15][C:16]1[CH:25]=[CH:24][C:23]2[O:22][C@H:21]3[CH2:26][CH2:27][O:28][CH2:29][C@@H:20]3[C:19](=[O:30])[C:18]=2[CH:17]=1. The yield is 0.660. (10) The reactants are [CH3:1][O:2][C:3]1[CH:4]=[C:5]([N:12]2[CH2:17][CH2:16][CH:15]([N:18]3[CH2:23][CH2:22][P:21](=[O:25])([CH3:24])[CH2:20][CH2:19]3)[CH2:14][CH2:13]2)[CH:6]=[CH:7][C:8]=1[N+:9]([O-])=O. The catalyst is [Pd].C(O)C. The product is [CH3:1][O:2][C:3]1[CH:4]=[C:5]([N:12]2[CH2:17][CH2:16][CH:15]([N:18]3[CH2:19][CH2:20][P:21]([CH3:24])(=[O:25])[CH2:22][CH2:23]3)[CH2:14][CH2:13]2)[CH:6]=[CH:7][C:8]=1[NH2:9]. The yield is 0.980.